From a dataset of Full USPTO retrosynthesis dataset with 1.9M reactions from patents (1976-2016). Predict the reactants needed to synthesize the given product. (1) Given the product [Cl:14][C:11]1[CH:12]=[CH:13][C:8]([C:6]2[CH:5]=[C:4]([CH3:16])[N:3]=[C:2]([N:21]3[CH:22]=[C:18]([I:17])[N:19]=[CH:20]3)[N:7]=2)=[CH:9][C:10]=1[CH3:15], predict the reactants needed to synthesize it. The reactants are: Cl[C:2]1[N:7]=[C:6]([C:8]2[CH:13]=[CH:12][C:11]([Cl:14])=[C:10]([CH3:15])[CH:9]=2)[CH:5]=[C:4]([CH3:16])[N:3]=1.[I:17][C:18]1[N:19]=[CH:20][NH:21][CH:22]=1. (2) Given the product [C:4]([CH2:6][C:7]1[CH:12]=[CH:11][C:10]([NH:13]/[C:14](=[C:21]2\[C:22](=[O:40])[NH:23][C:24]3[C:29]\2=[CH:28][C:27]([NH:30][S:31]([C:34]2[CH:39]=[CH:38][CH:37]=[CH:36][CH:35]=2)(=[O:33])=[O:32])=[CH:26][CH:25]=3)/[C:15]2[CH:16]=[CH:17][CH:18]=[CH:19][CH:20]=2)=[CH:9][CH:8]=1)([OH:5])=[O:3], predict the reactants needed to synthesize it. The reactants are: C([O:3][C:4]([CH2:6][C:7]1[CH:12]=[CH:11][C:10]([NH:13]/[C:14](=[C:21]2\[C:22](=[O:40])[NH:23][C:24]3[C:29]\2=[CH:28][C:27]([NH:30][S:31]([C:34]2[CH:39]=[CH:38][CH:37]=[CH:36][CH:35]=2)(=[O:33])=[O:32])=[CH:26][CH:25]=3)/[C:15]2[CH:20]=[CH:19][CH:18]=[CH:17][CH:16]=2)=[CH:9][CH:8]=1)=[O:5])C.[OH-].[Na+]. (3) Given the product [O:1]([C:8]1[CH:9]=[C:10]([CH:13]=[CH:14][CH:15]=1)[CH:11]=[CH:17][C:18]([OH:20])=[O:19])[C:2]1[CH:7]=[CH:6][CH:5]=[CH:4][CH:3]=1, predict the reactants needed to synthesize it. The reactants are: [O:1]([C:8]1[CH:9]=[C:10]([CH:13]=[CH:14][CH:15]=1)[CH:11]=O)[C:2]1[CH:7]=[CH:6][CH:5]=[CH:4][CH:3]=1.C(O)(=O)[CH2:17][C:18]([OH:20])=[O:19].N1C=CC=CC=1. (4) Given the product [CH2:1]([P:3]([CH2:6][CH2:7][OH:8])(=[O:4])[O:5][CH2:9][CH2:10][OH:11])[CH3:2], predict the reactants needed to synthesize it. The reactants are: [CH2:1]([P:3]([CH2:6][CH2:7][OH:8])(=[O:5])[OH:4])[CH3:2].[CH2:9]1[O:11][CH2:10]1.[OH-].[K+]. (5) Given the product [O:52]1[C:53]2[CH:59]=[CH:58][CH:57]=[CH:56][C:54]=2[N:55]=[C:51]1[NH:25][C@H:26]1[CH2:29][C@H:28]([N:30]2[C:34]3=[N:35][CH:36]=[CH:37][CH:38]=[C:33]3[N:32]([CH3:39])[C:31]2=[O:40])[CH2:27]1, predict the reactants needed to synthesize it. The reactants are: C(OC(=O)N[C@H]1C[C@H](NC2SC3C=CC=CC=3N=2)C1)(C)(C)C.Cl.Cl.[NH2:25][C@H:26]1[CH2:29][C@H:28]([N:30]2[C:34]3=[N:35][CH:36]=[CH:37][CH:38]=[C:33]3[N:32]([CH3:39])[C:31]2=[O:40])[CH2:27]1.C(N(C(C)C)CC)(C)C.Cl[C:51]1[O:52][C:53]2[CH:59]=[CH:58][CH:57]=[CH:56][C:54]=2[N:55]=1. (6) Given the product [CH3:1][C:2]1[CH:37]=[C:36]([CH3:38])[CH:35]=[CH:34][C:3]=1[O:4][C:5]1[C:6]([C:22]([NH2:24])=[O:23])=[C:7]([NH:13][C:14]2[CH:19]=[CH:18][C:17]([I:20])=[CH:16][C:15]=2[F:21])[N:8]([CH3:12])[C:9](=[O:11])[CH:10]=1, predict the reactants needed to synthesize it. The reactants are: [CH3:1][C:2]1[CH:37]=[C:36]([CH3:38])[CH:35]=[CH:34][C:3]=1[O:4][C:5]1[C:6]([C:22]([NH:24]CC2C=CC(OC)=CC=2)=[O:23])=[C:7]([NH:13][C:14]2[CH:19]=[CH:18][C:17]([I:20])=[CH:16][C:15]=2[F:21])[N:8]([CH3:12])[C:9](=[O:11])[CH:10]=1.[Cl-].[Al+3].[Cl-].[Cl-].ClCCl. (7) Given the product [Br:32][CH2:2][CH2:3][N:4]([C:9]1[CH:10]=[C:11]2[C:15](=[CH:16][CH:17]=1)[C:14](=[O:18])[N:13]([CH2:19][C:20]([O:22][CH2:23][C:24]1[CH:29]=[CH:28][CH:27]=[CH:26][CH:25]=1)=[O:21])[C:12]2=[O:30])[S:5]([CH3:8])(=[O:7])=[O:6], predict the reactants needed to synthesize it. The reactants are: O[CH2:2][CH2:3][N:4]([C:9]1[CH:10]=[C:11]2[C:15](=[CH:16][CH:17]=1)[C:14](=[O:18])[N:13]([CH2:19][C:20]([O:22][CH2:23][C:24]1[CH:29]=[CH:28][CH:27]=[CH:26][CH:25]=1)=[O:21])[C:12]2=[O:30])[S:5]([CH3:8])(=[O:7])=[O:6].C(Br)(Br)(Br)[Br:32].C1(P(C2C=CC=CC=2)C2C=CC=CC=2)C=CC=CC=1. (8) The reactants are: [Br:1]N1C(=O)CCC1=O.[OH:9][C:10]1[C:11]([N+:16]([O-:18])=[O:17])=[N:12][CH:13]=[CH:14][CH:15]=1. Given the product [Br:1][C:14]1[CH:15]=[C:10]([OH:9])[C:11]([N+:16]([O-:18])=[O:17])=[N:12][CH:13]=1, predict the reactants needed to synthesize it. (9) Given the product [F:1][C:2]1[CH:3]=[CH:4][C:5]([CH2:6][C:7]2[C:8](=[O:19])[O:9][C:10]3[C:15]([C:16]=2[CH3:17])=[CH:14][CH:13]=[C:12]([O:18][C:33]([N:23]2[C:32]4[C:27](=[CH:28][CH:29]=[CH:30][CH:31]=4)[CH2:26][CH2:25][CH2:24]2)=[O:34])[CH:11]=3)=[CH:20][CH:21]=1, predict the reactants needed to synthesize it. The reactants are: [F:1][C:2]1[CH:21]=[CH:20][C:5]([CH2:6][C:7]2[C:8](=[O:19])[O:9][C:10]3[C:15]([C:16]=2[CH3:17])=[CH:14][CH:13]=[C:12]([OH:18])[CH:11]=3)=[CH:4][CH:3]=1.[I-].[N:23]1([C:33](N2C=C[N+](C)=C2)=[O:34])[C:32]2[C:27](=[CH:28][CH:29]=[CH:30][CH:31]=2)[CH2:26][CH2:25][CH2:24]1.